This data is from Reaction yield outcomes from USPTO patents with 853,638 reactions. The task is: Predict the reaction yield, written as a fraction of the theoretical maximum amount of product (1.0 means a 100% yield; for example, 0.34 means a 34% yield). (1) The reactants are [Cl:1][C:2]1[N:6]([CH3:7])[N:5]=[C:4]([C:8]([F:11])([F:10])[F:9])[C:3]=1[C:12]([OH:14])=O.CCN(C(C)C)C(C)C.[B-](F)(F)(F)F.CN(C(ON1C(=O)CCC1=O)=[N+](C)C)C.Cl.[NH2:45][CH:46]1[CH:53]2[CH2:54][CH:49]3[CH2:50][CH:51]([CH2:55][CH:47]1[CH2:48]3)[CH2:52]2. The catalyst is ClCCl.CN(C=O)C.O. The product is [CH:47]12[CH2:55][CH:51]3[CH2:50][CH:49]([CH2:54][CH:53]([CH2:52]3)[CH:46]1[NH:45][C:12]([C:3]1[C:4]([C:8]([F:11])([F:10])[F:9])=[N:5][N:6]([CH3:7])[C:2]=1[Cl:1])=[O:14])[CH2:48]2. The yield is 0.380. (2) The reactants are [H-].[Na+].[CH3:3][C:4]1[C:12]2[C:7](=[N:8][CH:9]=[N:10][C:11]=2[NH2:13])[NH:6][N:5]=1.[Cl:14][C:15]1[C:16]([CH3:37])=[C:17]([CH:26]2[CH2:29][N:28]([C:30]([O:32][C:33]([CH3:36])([CH3:35])[CH3:34])=[O:31])[CH2:27]2)[C:18]([O:24][CH3:25])=[C:19]([CH:21](Cl)[CH3:22])[CH:20]=1. The catalyst is CN(C)C=O.O. The product is [NH2:13][C:11]1[N:10]=[CH:9][N:8]=[C:7]2[N:6]([CH:21]([C:19]3[C:18]([O:24][CH3:25])=[C:17]([CH:26]4[CH2:27][N:28]([C:30]([O:32][C:33]([CH3:35])([CH3:34])[CH3:36])=[O:31])[CH2:29]4)[C:16]([CH3:37])=[C:15]([Cl:14])[CH:20]=3)[CH3:22])[N:5]=[C:4]([CH3:3])[C:12]=12. The yield is 0.590.